Dataset: Peptide-MHC class I binding affinity with 185,985 pairs from IEDB/IMGT. Task: Regression. Given a peptide amino acid sequence and an MHC pseudo amino acid sequence, predict their binding affinity value. This is MHC class I binding data. (1) The peptide sequence is HLKEKSSLR. The MHC is HLA-B39:01 with pseudo-sequence HLA-B39:01. The binding affinity (normalized) is 0.0847. (2) The peptide sequence is TLISSDGAR. The MHC is HLA-A31:01 with pseudo-sequence HLA-A31:01. The binding affinity (normalized) is 0.595. (3) The peptide sequence is IPRRIRQGL. The MHC is HLA-A11:01 with pseudo-sequence HLA-A11:01. The binding affinity (normalized) is 0. (4) The peptide sequence is FWLMVYEGL. The MHC is HLA-B08:01 with pseudo-sequence HLA-B08:01. The binding affinity (normalized) is 0.0847. (5) The peptide sequence is IQLGLQKCV. The MHC is HLA-B27:05 with pseudo-sequence HLA-B27:05. The binding affinity (normalized) is 0.239. (6) The peptide sequence is AHAGARVNL. The MHC is HLA-A01:01 with pseudo-sequence HLA-A01:01. The binding affinity (normalized) is 0.213. (7) The peptide sequence is AYSPFAFKK. The MHC is HLA-A30:01 with pseudo-sequence HLA-A30:01. The binding affinity (normalized) is 0.788. (8) The peptide sequence is RLKPVGSAY. The MHC is HLA-A33:01 with pseudo-sequence HLA-A33:01. The binding affinity (normalized) is 0. (9) The peptide sequence is TPVIVVPVI. The MHC is HLA-B53:01 with pseudo-sequence HLA-B53:01. The binding affinity (normalized) is 1.00.